Predict the product of the given reaction. From a dataset of Forward reaction prediction with 1.9M reactions from USPTO patents (1976-2016). (1) Given the reactants C[N:2]1[C:7](=O)[CH2:6][C:5](=[O:9])[N:4]([CH3:10])[C:3]1=[O:11].[Cl:12][C:13]1[C:22]2C(=[CH:18][CH:19]=[C:20]([C:23]([C:32]3[N:36]([CH3:37])[C:35]([CH3:38])=[N:34][CH:33]=3)([C:25]3[N:29]([CH3:30])[C:28]([CH3:31])=[N:27][CH:26]=3)[OH:24])[CH:21]=2)N=C(OC)C=1CN(CC=C)CC=C.[F:49][C:50]([F:59])([F:58])[C:51]1(C(O)=O)[CH2:54][CH2:53][CH2:52]1.[CH3:60]CN(C(C)C)C(C)C.CN(C(ON1N=NC2C=CC=NC1=2)=[N+](C)C)C.F[P-](F)(F)(F)(F)F, predict the reaction product. The product is: [CH3:30][N:29]1[C:25]([C:23]([C:32]2[N:36]([CH3:37])[C:35]([CH3:38])=[N:34][CH:33]=2)([OH:24])[C:20]2[CH:21]=[C:22]3[C:10](=[CH:18][CH:19]=2)[N:4]=[C:5]([O:9][CH3:60])[C:6]([CH2:7][NH:2][C:3]([C:51]2([C:50]([F:59])([F:58])[F:49])[CH2:54][CH2:53][CH2:52]2)=[O:11])=[C:13]3[Cl:12])=[CH:26][N:27]=[C:28]1[CH3:31]. (2) Given the reactants CC(C)([O-])C.[K+].[C:7]([CH2:9]P(=O)(OCC)OCC)#[N:8].[CH2:18]([O:25][CH:26]1[CH2:29][C:28](=O)[CH2:27]1)[C:19]1[CH:24]=[CH:23][CH:22]=[CH:21][CH:20]=1, predict the reaction product. The product is: [CH2:18]([O:25][CH:26]1[CH2:29][C:28](=[CH:9][C:7]#[N:8])[CH2:27]1)[C:19]1[CH:24]=[CH:23][CH:22]=[CH:21][CH:20]=1. (3) Given the reactants [CH2:1]([NH2:8])[C:2]1[CH:7]=[CH:6][CH:5]=[CH:4][CH:3]=1.Br[C:10]1[S:11][C:12]([C:15]([NH:17][C:18]2[CH:22]=[C:21]([C:23]3[CH:28]=[CH:27][C:26]([F:29])=[CH:25][CH:24]=3)[N:20](C(OC(C)(C)C)=O)[N:19]=2)=[O:16])=[CH:13][N:14]=1, predict the reaction product. The product is: [CH2:1]([NH:8][C:10]1[S:11][C:12]([C:15]([NH:17][C:18]2[CH:22]=[C:21]([C:23]3[CH:28]=[CH:27][C:26]([F:29])=[CH:25][CH:24]=3)[NH:20][N:19]=2)=[O:16])=[CH:13][N:14]=1)[C:2]1[CH:7]=[CH:6][CH:5]=[CH:4][CH:3]=1. (4) Given the reactants Cl[C:2]1[CH:3]=[C:4]([C:18]2[N:23]=[C:22]([CH3:24])[N:21]=[C:20]([N:25]([CH2:35][C:36]3[CH:41]=[CH:40][C:39]([O:42][CH3:43])=[CH:38][CH:37]=3)[CH2:26][C:27]3[CH:32]=[CH:31][C:30]([O:33][CH3:34])=[CH:29][CH:28]=3)[N:19]=2)[C:5]([NH:8][C:9]2[CH:10]=[N:11][C:12]([O:16][CH3:17])=[C:13]([F:15])[CH:14]=2)=[N:6][CH:7]=1.[F-].[Cs+].[O:46]1CCO[CH2:48][CH2:47]1.C([Sn](CCCC)(CCCC)C(OCC)=C)CCC, predict the reaction product. The product is: [CH3:34][O:33][C:30]1[CH:31]=[CH:32][C:27]([CH2:26][N:25]([CH2:35][C:36]2[CH:41]=[CH:40][C:39]([O:42][CH3:43])=[CH:38][CH:37]=2)[C:20]2[N:21]=[C:22]([CH3:24])[N:23]=[C:18]([C:4]3[CH:3]=[C:2]([C:47](=[O:46])[CH3:48])[CH:7]=[N:6][C:5]=3[NH:8][C:9]3[CH:10]=[N:11][C:12]([O:16][CH3:17])=[C:13]([F:15])[CH:14]=3)[N:19]=2)=[CH:28][CH:29]=1.